The task is: Predict the reactants needed to synthesize the given product.. This data is from Full USPTO retrosynthesis dataset with 1.9M reactions from patents (1976-2016). (1) Given the product [C:41]([O:29][C:26]1[CH:27]=[CH:28][C:23]([C:10]2[C:9]([CH2:8][O:7][C:6]3[CH:32]=[C:2]([F:1])[CH:3]=[CH:4][C:5]=3[CH3:33])=[C:18]3[C:13]([NH:14][C:15]([CH3:22])([CH3:21])[C:16](=[O:20])[N:17]3[CH3:19])=[CH:12][CH:11]=2)=[C:24]([O:30][CH3:31])[CH:25]=1)(=[O:45])[CH2:42][CH2:43][CH3:44], predict the reactants needed to synthesize it. The reactants are: [F:1][C:2]1[CH:3]=[CH:4][C:5]([CH3:33])=[C:6]([CH:32]=1)[O:7][CH2:8][C:9]1[C:10]([C:23]2[CH:28]=[CH:27][C:26]([OH:29])=[CH:25][C:24]=2[O:30][CH3:31])=[CH:11][CH:12]=[C:13]2[C:18]=1[N:17]([CH3:19])[C:16](=[O:20])[C:15]([CH3:22])([CH3:21])[NH:14]2.C(N(CC)CC)C.[C:41](Cl)(=[O:45])[CH2:42][CH2:43][CH3:44]. (2) Given the product [Br:1][C:2]1[C:7]2[CH2:8][CH2:9][C:10](=[O:13])[CH2:11][CH2:12][C:6]=2[C:5]([O:14][CH3:15])=[C:4]([N+:21]([O-:23])=[O:22])[CH:3]=1, predict the reactants needed to synthesize it. The reactants are: [Br:1][C:2]1[C:7]2[CH2:8][CH2:9][C:10](=[O:13])[CH2:11][CH2:12][C:6]=2[C:5]([O:14][CH3:15])=[CH:4][CH:3]=1.S(=O)(=O)(O)O.[N+:21]([O-])([O-:23])=[O:22].[K+].[Br-].